From a dataset of Full USPTO retrosynthesis dataset with 1.9M reactions from patents (1976-2016). Predict the reactants needed to synthesize the given product. (1) Given the product [CH2:20]([C:5]1([CH2:15][CH3:16])[CH2:4][C:3]2([CH2:10][CH2:11][C:12]([CH3:14])=[CH:13][CH:2]2[CH3:1])[C:7](=[O:8])[O:6]1)[CH3:21], predict the reactants needed to synthesize it. The reactants are: [CH3:1][CH:2]1[CH:13]=[C:12]([CH3:14])[CH2:11][CH2:10][C:3]21[C:7](=[O:8])[O:6][C:5](=O)[CH2:4]2.[CH2:15]([Mg]Cl)[CH3:16].Cl.[C:20]1(C)C=CC=C[CH:21]=1. (2) Given the product [Br:22][CH2:14][C:13]1[C:12]2([CH2:15][CH2:16][CH2:17][CH2:18][CH2:19]2)[N:11]([CH3:20])[C:10](=[O:21])[C:9]=1[C:6]1[CH:7]=[CH:8][C:3]([O:2][CH3:1])=[CH:4][CH:5]=1, predict the reactants needed to synthesize it. The reactants are: [CH3:1][O:2][C:3]1[CH:8]=[CH:7][C:6]([C:9]2[C:10](=[O:21])[N:11]([CH3:20])[C:12]3([CH2:19][CH2:18][CH2:17][CH2:16][CH2:15]3)[C:13]=2[CH3:14])=[CH:5][CH:4]=1.[Br:22]N1C(=O)CCC1=O.C(OOC(=O)C1C=CC=CC=1)(=O)C1C=CC=CC=1.